This data is from NCI-60 drug combinations with 297,098 pairs across 59 cell lines. The task is: Regression. Given two drug SMILES strings and cell line genomic features, predict the synergy score measuring deviation from expected non-interaction effect. (1) Drug 1: CC1=CC2C(CCC3(C2CCC3(C(=O)C)OC(=O)C)C)C4(C1=CC(=O)CC4)C. Drug 2: CN(C)C1=NC(=NC(=N1)N(C)C)N(C)C. Cell line: SN12C. Synergy scores: CSS=-0.222, Synergy_ZIP=0.392, Synergy_Bliss=-0.272, Synergy_Loewe=-0.473, Synergy_HSA=-1.05. (2) Drug 1: CC=C1C(=O)NC(C(=O)OC2CC(=O)NC(C(=O)NC(CSSCCC=C2)C(=O)N1)C(C)C)C(C)C. Drug 2: CCC1=C2CN3C(=CC4=C(C3=O)COC(=O)C4(CC)O)C2=NC5=C1C=C(C=C5)O. Cell line: RXF 393. Synergy scores: CSS=53.9, Synergy_ZIP=0.209, Synergy_Bliss=0.582, Synergy_Loewe=-19.0, Synergy_HSA=0.963. (3) Drug 1: CC12CCC3C(C1CCC2O)C(CC4=C3C=CC(=C4)O)CCCCCCCCCS(=O)CCCC(C(F)(F)F)(F)F. Drug 2: COC1=C2C(=CC3=C1OC=C3)C=CC(=O)O2. Cell line: SK-MEL-5. Synergy scores: CSS=-2.64, Synergy_ZIP=0.0325, Synergy_Bliss=-2.43, Synergy_Loewe=-1.31, Synergy_HSA=-3.01. (4) Drug 1: CCC(=C(C1=CC=CC=C1)C2=CC=C(C=C2)OCCN(C)C)C3=CC=CC=C3.C(C(=O)O)C(CC(=O)O)(C(=O)O)O. Drug 2: CC1CCCC2(C(O2)CC(NC(=O)CC(C(C(=O)C(C1O)C)(C)C)O)C(=CC3=CSC(=N3)C)C)C. Cell line: SK-MEL-5. Synergy scores: CSS=75.8, Synergy_ZIP=-0.255, Synergy_Bliss=-0.766, Synergy_Loewe=-2.43, Synergy_HSA=-1.22. (5) Drug 1: C1CN1C2=NC(=NC(=N2)N3CC3)N4CC4. Drug 2: C1=CC(=CC=C1CCCC(=O)O)N(CCCl)CCCl. Cell line: HS 578T. Synergy scores: CSS=22.9, Synergy_ZIP=-6.89, Synergy_Bliss=-1.10, Synergy_Loewe=-7.10, Synergy_HSA=0.195. (6) Drug 1: CC(C)(C1=NC(=CC=C1)N2C3=NC(=NC=C3C(=O)N2CC=C)NC4=CC=C(C=C4)N5CCN(CC5)C)O. Drug 2: CCC1(C2=C(COC1=O)C(=O)N3CC4=CC5=C(C=CC(=C5CN(C)C)O)N=C4C3=C2)O. Cell line: NCIH23. Synergy scores: CSS=74.1, Synergy_ZIP=-1.36, Synergy_Bliss=-3.16, Synergy_Loewe=-4.19, Synergy_HSA=1.52. (7) Drug 1: CCC1(CC2CC(C3=C(CCN(C2)C1)C4=CC=CC=C4N3)(C5=C(C=C6C(=C5)C78CCN9C7C(C=CC9)(C(C(C8N6C)(C(=O)OC)O)OC(=O)C)CC)OC)C(=O)OC)O.OS(=O)(=O)O. Drug 2: B(C(CC(C)C)NC(=O)C(CC1=CC=CC=C1)NC(=O)C2=NC=CN=C2)(O)O. Cell line: OVCAR3. Synergy scores: CSS=78.6, Synergy_ZIP=1.70, Synergy_Bliss=1.44, Synergy_Loewe=1.63, Synergy_HSA=2.78.